This data is from NCI-60 drug combinations with 297,098 pairs across 59 cell lines. The task is: Regression. Given two drug SMILES strings and cell line genomic features, predict the synergy score measuring deviation from expected non-interaction effect. Drug 1: CN1C2=C(C=C(C=C2)N(CCCl)CCCl)N=C1CCCC(=O)O.Cl. Drug 2: COC1=C2C(=CC3=C1OC=C3)C=CC(=O)O2. Cell line: SK-MEL-28. Synergy scores: CSS=-0.637, Synergy_ZIP=-0.481, Synergy_Bliss=-2.11, Synergy_Loewe=-1.82, Synergy_HSA=-2.06.